From a dataset of Reaction yield outcomes from USPTO patents with 853,638 reactions. Predict the reaction yield, written as a fraction of the theoretical maximum amount of product (1.0 means a 100% yield; for example, 0.34 means a 34% yield). (1) The yield is 0.360. The product is [C:17]([N:15]1[CH:16]=[C:12]([C:4]2[CH:3]=[C:2]([CH:7]=[CH:6][CH:5]=2)[NH2:1])[N:13]=[CH:14]1)([C:24]1[CH:25]=[CH:26][CH:27]=[CH:28][CH:29]=1)([C:30]1[CH:35]=[CH:34][CH:33]=[CH:32][CH:31]=1)[C:18]1[CH:23]=[CH:22][CH:21]=[CH:20][CH:19]=1. The reactants are [NH2:1][C:2]1[CH:3]=[C:4](B(O)O)[CH:5]=[CH:6][CH:7]=1.Br[C:12]1[N:13]=[CH:14][N:15]([C:17]([C:30]2[CH:35]=[CH:34][CH:33]=[CH:32][CH:31]=2)([C:24]2[CH:29]=[CH:28][CH:27]=[CH:26][CH:25]=2)[C:18]2[CH:23]=[CH:22][CH:21]=[CH:20][CH:19]=2)[CH:16]=1.F[B-](F)(F)F.C([PH+](C(C)(C)C)C(C)(C)C)(C)(C)C.[F-].[K+]. The catalyst is C1COCC1. (2) The reactants are C1(P(C2C=CC=CC=2)C2C=CC=CC=2)C=CC=CC=1.[C:20]([O:24][C:25]([N:27]1[CH:30](O)[CH2:29][CH2:28]1)=[O:26])([CH3:23])([CH3:22])[CH3:21].[Cl:32][C:33]1[CH:34]=[C:35]([NH:47][C:48]2[C:57]3[C:52](=[CH:53][CH:54]=[C:55]([OH:58])[CH:56]=3)[N:51]=[CH:50][N:49]=2)[CH:36]=[CH:37][C:38]=1[O:39][CH2:40][C:41]1[CH:46]=[CH:45][CH:44]=[CH:43][N:42]=1. The catalyst is C1COCC1. The product is [Cl:32][C:33]1[CH:34]=[C:35]([NH:47][C:48]2[C:57]3[C:52](=[CH:53][CH:54]=[C:55]([O:58][CH:29]4[CH2:28][N:27]([C:25]([O:24][C:20]([CH3:21])([CH3:22])[CH3:23])=[O:26])[CH2:30]4)[CH:56]=3)[N:51]=[CH:50][N:49]=2)[CH:36]=[CH:37][C:38]=1[O:39][CH2:40][C:41]1[CH:46]=[CH:45][CH:44]=[CH:43][N:42]=1. The yield is 0.730. (3) The reactants are [CH3:1][C@@H:2]1[O:7][CH2:6][CH2:5][NH:4][C@H:3]1[C:8]([O:10]CC)=O.[Cl:13][C:14]1[N:19]=[C:18](Cl)[C:17]([NH2:21])=[CH:16][N:15]=1.CCN(C(C)C)C(C)C.[OH-].[Na+].CC(OC(OC(OC(C)(C)C)=O)=O)(C)C.Cl. The catalyst is C(OCC)(=O)C.CN(C=O)C. The product is [Cl:13][C:14]1[N:19]=[CH:18][C:17]2[NH:21][C:8](=[O:10])[C@H:3]3[C@H:2]([CH3:1])[O:7][CH2:6][CH2:5][N:4]3[C:16]=2[N:15]=1. The yield is 0.227. (4) The reactants are Br[C:2]1[CH:3]=[C:4]([C:8]2[CH:15]=[C:14]([C:16]3[CH:21]=[CH:20][C:19]([CH3:22])=[CH:18][CH:17]=3)[C:11]([C:12]#[N:13])=[C:10]([CH2:23][CH:24]([CH3:26])[CH3:25])[N:9]=2)[CH:5]=[CH:6][CH:7]=1.C(N(CC)CC)C.[C:34]([O:37][CH2:38]C)(=[O:36])C. The catalyst is CO.CN(C)C=O.C1C=CC(P(C2C=CC=CC=2)[C-]2C=CC=C2)=CC=1.C1C=CC(P(C2C=CC=CC=2)[C-]2C=CC=C2)=CC=1.Cl[Pd]Cl.[Fe+2]. The product is [C:12]([C:11]1[C:14]([C:16]2[CH:17]=[CH:18][C:19]([CH3:22])=[CH:20][CH:21]=2)=[CH:15][C:8]([C:4]2[CH:3]=[C:2]([CH:7]=[CH:6][CH:5]=2)[C:34]([O:37][CH3:38])=[O:36])=[N:9][C:10]=1[CH2:23][CH:24]([CH3:25])[CH3:26])#[N:13]. The yield is 0.720. (5) The reactants are C(=O)([O-])[O-].[Cs+].[Cs+].[C:7]([O:11][C:12](=[O:25])[NH:13][CH2:14][C:15]([C:18]1[CH:23]=[CH:22][C:21]([OH:24])=[CH:20][CH:19]=1)([CH3:17])[CH3:16])([CH3:10])([CH3:9])[CH3:8].Cl[C:27]1[CH:35]=[CH:34][C:30]([C:31]([NH2:33])=[O:32])=[CH:29][N:28]=1. The catalyst is CN(C)C=O.[Cl-].[Na+].O. The product is [C:7]([O:11][C:12](=[O:25])[NH:13][CH2:14][C:15]([C:18]1[CH:19]=[CH:20][C:21]([O:24][C:27]2[CH:35]=[CH:34][C:30]([C:31](=[O:32])[NH2:33])=[CH:29][N:28]=2)=[CH:22][CH:23]=1)([CH3:17])[CH3:16])([CH3:8])([CH3:9])[CH3:10]. The yield is 0.400.